This data is from Peptide-MHC class II binding affinity with 134,281 pairs from IEDB. The task is: Regression. Given a peptide amino acid sequence and an MHC pseudo amino acid sequence, predict their binding affinity value. This is MHC class II binding data. (1) The peptide sequence is GPNELGRFKHTDA. The MHC is DRB1_0701 with pseudo-sequence DRB1_0701. The binding affinity (normalized) is 0. (2) The peptide sequence is TKIQYVIRAQLHVGA. The MHC is DRB1_1101 with pseudo-sequence DRB1_1101. The binding affinity (normalized) is 0.600. (3) The peptide sequence is PVTEEPGMAKIPAGE. The MHC is HLA-DQA10301-DQB10302 with pseudo-sequence HLA-DQA10301-DQB10302. The binding affinity (normalized) is 0.163. (4) The MHC is DRB1_1201 with pseudo-sequence DRB1_1201. The binding affinity (normalized) is 0.0832. The peptide sequence is MWDPDVYLAFSGHRN. (5) The peptide sequence is DSGKVIPEWCCRSCT. The MHC is HLA-DQA10501-DQB10402 with pseudo-sequence HLA-DQA10501-DQB10402. The binding affinity (normalized) is 0.447.